The task is: Predict the product of the given reaction.. This data is from Forward reaction prediction with 1.9M reactions from USPTO patents (1976-2016). (1) Given the reactants [Cl:1][C:2]1[CH:3]=[CH:4][C:5]([OH:13])=[C:6](/[CH:8]=[C:9](\[CH3:12])/[CH:10]=O)[CH:7]=1.CC1C=CC(S([NH:24][NH2:25])(=O)=O)=CC=1.[OH-].[Na+], predict the reaction product. The product is: [Cl:1][C:2]1[CH:3]=[CH:4][C:5]([OH:13])=[C:6]([C:8]2[NH:25][N:24]=[CH:10][C:9]=2[CH3:12])[CH:7]=1. (2) Given the reactants Cl[C:2]([O:4][CH3:5])=[O:3].[F:6][C:7]1[CH:12]=[C:11]([F:13])[CH:10]=[CH:9][C:8]=1[C:14]1[CH:19]=[CH:18]C(O)=[C:16]([C:21]([NH:23][C:24]2[CH:29]=[CH:28][CH:27]=[CH:26][C:25]=2[C:30]([F:33])([F:32])[F:31])=[O:22])[CH:15]=1.Cl, predict the reaction product. The product is: [F:6][C:7]1[CH:12]=[C:11]([F:13])[CH:10]=[CH:9][C:8]=1[C:14]1[CH:19]=[CH:18][C:5]2[O:4][C:2](=[O:3])[N:23]([C:24]3[CH:29]=[CH:28][CH:27]=[CH:26][C:25]=3[C:30]([F:31])([F:32])[F:33])[C:21](=[O:22])[C:16]=2[CH:15]=1. (3) Given the reactants [CH3:1][C:2]1[N:3]=[C:4]2[CH:12]=[CH:11][CH:10]=[C:9]3[N:5]2[C:6]=1[C:7](=[O:13])[NH:8]3.[H-].[Na+].[C:16]1(=[O:26])[NH:20][C:19](=[O:21])[C:18]2=[CH:22][CH:23]=[CH:24][CH:25]=[C:17]12.O, predict the reaction product. The product is: [CH3:1][C:2]1[N:3]=[C:4]2[CH:12]=[CH:11][CH:10]=[C:9]3[N:5]2[C:6]=1[C:7](=[O:13])[N:8]3[CH2:1][CH2:2][CH2:6][CH2:7][N:20]1[C:16](=[O:26])[C:17]2=[CH:25][CH:24]=[CH:23][CH:22]=[C:18]2[C:19]1=[O:21]. (4) Given the reactants [CH:1]1([C:7]#[CH:8])[CH2:6][CH2:5][CH2:4][CH2:3][CH2:2]1.[C:9]([O:13][C:14]([NH:16][CH2:17][C:18]1[CH:23]=[CH:22][C:21](Br)=[CH:20][CH:19]=1)=[O:15])([CH3:12])([CH3:11])[CH3:10].C(N(CC)CC)C, predict the reaction product. The product is: [C:9]([O:13][C:14]([NH:16][CH2:17][C:18]1[CH:23]=[CH:22][C:21]([C:8]#[C:7][CH:1]2[CH2:6][CH2:5][CH2:4][CH2:3][CH2:2]2)=[CH:20][CH:19]=1)=[O:15])([CH3:12])([CH3:11])[CH3:10]. (5) Given the reactants [F:1][C:2]1[CH:7]=[CH:6][C:5]([CH:8]([C:27]2[CH:32]=[CH:31][C:30]([F:33])=[CH:29][CH:28]=2)[N:9]2[C:13]3=[N:14][C:15]([CH3:19])=[CH:16][C:17]([CH3:18])=[C:12]3[C:11]([C:20]#[N:21])=[C:10]2/[CH:22]=[CH:23]/[C:24](O)=[O:25])=[CH:4][CH:3]=1.C(Cl)(=O)C(Cl)=O.[CH3:40][C@H:41]1[O:46][C@@H:45]([CH3:47])[CH2:44][NH:43][CH2:42]1.C(N(CC)CC)C, predict the reaction product. The product is: [F:1][C:2]1[CH:7]=[CH:6][C:5]([CH:8]([C:27]2[CH:32]=[CH:31][C:30]([F:33])=[CH:29][CH:28]=2)[N:9]2[C:13]3=[N:14][C:15]([CH3:19])=[CH:16][C:17]([CH3:18])=[C:12]3[C:11]([C:20]#[N:21])=[C:10]2/[CH:22]=[CH:23]/[C:24]([N:43]2[CH2:42][CH:41]([CH3:40])[O:46][CH:45]([CH3:47])[CH2:44]2)=[O:25])=[CH:4][CH:3]=1. (6) Given the reactants Cl[C:2]1[C:3]([C:12]#[N:13])=[N:4][CH:5]=[C:6]([C:8]([F:11])([F:10])[F:9])[CH:7]=1.[CH2:14]([SH:16])[CH3:15].CN(C=O)C.[H-].[Na+], predict the reaction product. The product is: [C:12]([C:3]1[C:2]([S:16][CH2:14][CH3:15])=[CH:7][C:6]([C:8]([F:11])([F:10])[F:9])=[CH:5][N:4]=1)#[N:13]. (7) Given the reactants Br[CH2:2][C:3]1[C:13]([Cl:14])=[N:12][CH:11]=[CH:10][C:4]=1[C:5]([O:7]CC)=O.Cl.[CH:16]1([CH2:19][O:20][C:21]2[C:22]([CH3:30])=[CH:23][C:24]([CH:27]([NH2:29])[CH3:28])=[N:25][CH:26]=2)[CH2:18][CH2:17]1, predict the reaction product. The product is: [Cl:14][C:13]1[C:3]2[CH2:2][N:29]([CH:27]([C:24]3[CH:23]=[C:22]([CH3:30])[C:21]([O:20][CH2:19][CH:16]4[CH2:18][CH2:17]4)=[CH:26][N:25]=3)[CH3:28])[C:5](=[O:7])[C:4]=2[CH:10]=[CH:11][N:12]=1.